This data is from Catalyst prediction with 721,799 reactions and 888 catalyst types from USPTO. The task is: Predict which catalyst facilitates the given reaction. (1) Reactant: C(OC(=O)[NH:7][CH:8]1[CH2:13][CH2:12][CH2:11][N:10]([C:14]2[CH:15]=[N:16][C:17]([O:23][C:24]3[CH:29]=[CH:28][C:27]([O:30][C:31]4[CH:36]=[CH:35][CH:34]=[C:33]([F:37])[CH:32]=4)=[CH:26][CH:25]=3)=[C:18]([C:20](=[O:22])[NH2:21])[CH:19]=2)[CH2:9]1)(C)(C)C.Cl. Product: [NH2:7][CH:8]1[CH2:13][CH2:12][CH2:11][N:10]([C:14]2[CH:15]=[N:16][C:17]([O:23][C:24]3[CH:25]=[CH:26][C:27]([O:30][C:31]4[CH:36]=[CH:35][CH:34]=[C:33]([F:37])[CH:32]=4)=[CH:28][CH:29]=3)=[C:18]([C:20]([NH2:21])=[O:22])[CH:19]=2)[CH2:9]1. The catalyst class is: 135. (2) Reactant: [CH:1]1([C:7]2[C:16]3[O:15][CH:14]([CH:17]([CH3:19])[CH3:18])[CH2:13][NH:12][C:11]=3[CH:10]=[CH:9][CH:8]=2)[CH2:6][CH2:5][CH2:4][CH2:3][CH2:2]1.N1C=CC=CC=1.[CH2:26]([O:28][C:29](=[O:35])/[CH:30]=[CH:31]/[C:32](Cl)=[O:33])[CH3:27].O. Product: [CH2:26]([O:28][C:29](=[O:35])/[CH:30]=[CH:31]/[C:32]([N:12]1[C:11]2[CH:10]=[CH:9][CH:8]=[C:7]([CH:1]3[CH2:2][CH2:3][CH2:4][CH2:5][CH2:6]3)[C:16]=2[O:15][CH:14]([CH:17]([CH3:19])[CH3:18])[CH2:13]1)=[O:33])[CH3:27]. The catalyst class is: 13.